From a dataset of Full USPTO retrosynthesis dataset with 1.9M reactions from patents (1976-2016). Predict the reactants needed to synthesize the given product. (1) Given the product [Br:1][C:2]1[CH:7]=[C:6]2[C:5]([C:8]([C:18]3[CH:23]=[CH:22][C:21]([O:24][CH3:25])=[CH:20][CH:19]=3)=[N:9][NH:10]2)=[CH:4][CH:3]=1, predict the reactants needed to synthesize it. The reactants are: [Br:1][C:2]1[CH:7]=[CH:6][C:5]([C:8]([C:18]2[CH:23]=[CH:22][C:21]([O:24][CH3:25])=[CH:20][CH:19]=2)=[N:9][NH:10]C(OC(C)(C)C)=O)=[C:4](F)[CH:3]=1.N12CCCN=C1CCCCC2. (2) The reactants are: [Cl:1][C:2]1[CH:3]=[C:4]([NH:15][C:16]2[C:25]3[C:20](=[CH:21][CH:22]=[CH:23][C:24]=3[O:26][CH2:27][C@@H:28]3[CH2:33][CH2:32][CH2:31][NH:30][CH2:29]3)[N:19]=[CH:18][N:17]=2)[CH:5]=[CH:6][C:7]=1[O:8][CH2:9][C:10]1[N:11]=[CH:12][S:13][CH:14]=1.[C:34](O)(=[O:37])[CH2:35][OH:36]. Given the product [Cl:1][C:2]1[CH:3]=[C:4]([NH:15][C:16]2[C:25]3[C:20](=[CH:21][CH:22]=[CH:23][C:24]=3[O:26][CH2:27][C@@H:28]3[CH2:33][CH2:32][CH2:31][N:30]([C:35](=[O:36])[CH2:34][OH:37])[CH2:29]3)[N:19]=[CH:18][N:17]=2)[CH:5]=[CH:6][C:7]=1[O:8][CH2:9][C:10]1[N:11]=[CH:12][S:13][CH:14]=1, predict the reactants needed to synthesize it. (3) The reactants are: [Cl:1][C:2]1[CH:7]=[CH:6][N:5]=[C:4]([C:8]([OH:10])=O)[CH:3]=1.Cl.CN.O.O[N:16]1[C:20]2C=CC=CC=2N=N1.Cl.C(N=C=NCCCN(C)C)C.C(=O)([O-])O.[Na+]. Given the product [CH3:20][NH:16][C:8](=[O:10])[C:4]1[CH:3]=[C:2]([Cl:1])[CH:7]=[CH:6][N:5]=1, predict the reactants needed to synthesize it. (4) Given the product [F:7][C:8]1[CH:9]=[C:10]([C:15]2[N:16]=[CH:17][C:18]3[C:23]4([CH2:25][CH2:24]4)[CH2:22][NH:21][C:19]=3[N:20]=2)[CH:11]=[CH:12][C:13]=1[O:14][CH3:27], predict the reactants needed to synthesize it. The reactants are: [H-].[H-].[H-].[H-].[Li+].[Al+3].[F:7][C:8]1[CH:9]=[C:10]([C:15]2[N:16]=[CH:17][C:18]3[C:23]4([CH2:25][CH2:24]4)[C:22](=O)[NH:21][C:19]=3[N:20]=2)[CH:11]=[CH:12][C:13]=1[OH:14].[CH2:27]1COCC1. (5) Given the product [CH3:13][O:12][C:11]1[CH:10]=[CH:9][C:8]2[NH:7][C:6](=[O:14])[C:5]3[S:15][C:16]([CH3:18])=[CH:17][C:4]=3[C:3]=2[C:2]=1[C:31]1[CH:32]=[CH:33][C:28]([CH2:27][NH:26][C:24](=[O:25])[O:23][C:19]([CH3:20])([CH3:21])[CH3:22])=[CH:29][CH:30]=1, predict the reactants needed to synthesize it. The reactants are: Br[C:2]1[C:3]2[C:4]3[CH:17]=[C:16]([CH3:18])[S:15][C:5]=3[C:6](=[O:14])[NH:7][C:8]=2[CH:9]=[CH:10][C:11]=1[O:12][CH3:13].[C:19]([O:23][C:24]([NH:26][CH2:27][C:28]1[CH:33]=[CH:32][C:31](B(O)O)=[CH:30][CH:29]=1)=[O:25])([CH3:22])([CH3:21])[CH3:20]. (6) Given the product [CH3:8][O:9][C:10]1[CH:15]=[CH:14][C:13]([NH:16][C:2]2[CH:7]=[CH:6][CH:5]=[CH:4][N:3]=2)=[CH:12][CH:11]=1, predict the reactants needed to synthesize it. The reactants are: Br[C:2]1[CH:7]=[CH:6][CH:5]=[CH:4][N:3]=1.[CH3:8][O:9][C:10]1[CH:15]=[CH:14][C:13]([NH2:16])=[CH:12][CH:11]=1.C1C=CC(P(C2C(C3C(P(C4C=CC=CC=4)C4C=CC=CC=4)=CC=C4C=3C=CC=C4)=C3C(C=CC=C3)=CC=2)C2C=CC=CC=2)=CC=1.CC([O-])(C)C.[K+].